From a dataset of TCR-epitope binding with 47,182 pairs between 192 epitopes and 23,139 TCRs. Binary Classification. Given a T-cell receptor sequence (or CDR3 region) and an epitope sequence, predict whether binding occurs between them. The TCR CDR3 sequence is CASSQENLLAGVFYNEQFF. The epitope is SEETGTLIV. Result: 0 (the TCR does not bind to the epitope).